This data is from Reaction yield outcomes from USPTO patents with 853,638 reactions. The task is: Predict the reaction yield, written as a fraction of the theoretical maximum amount of product (1.0 means a 100% yield; for example, 0.34 means a 34% yield). (1) The reactants are [N:1]1[N:5]2[CH:6]=[CH:7][CH:8]=[N:9][C:4]2=[C:3]([C:10](Cl)=[O:11])[CH:2]=1.[Si:13]([O:20][C:21]([CH3:39])([CH3:38])[CH2:22][C:23]1[S:24][C:25]([NH2:37])=[C:26]([C:28]2[CH:33]=[C:32]([Cl:34])[CH:31]=[CH:30][C:29]=2[O:35][CH3:36])[N:27]=1)([C:16]([CH3:19])([CH3:18])[CH3:17])([CH3:15])[CH3:14].N1C=CC=CC=1. The catalyst is C(Cl)Cl. The product is [Si:13]([O:20][C:21]([CH3:39])([CH3:38])[CH2:22][C:23]1[S:24][C:25]([NH:37][C:10]([C:3]2[CH:2]=[N:1][N:5]3[CH:6]=[CH:7][CH:8]=[N:9][C:4]=23)=[O:11])=[C:26]([C:28]2[CH:33]=[C:32]([Cl:34])[CH:31]=[CH:30][C:29]=2[O:35][CH3:36])[N:27]=1)([C:16]([CH3:18])([CH3:19])[CH3:17])([CH3:15])[CH3:14]. The yield is 0.660. (2) The reactants are Cl.[NH2:2][CH2:3][CH2:4][CH2:5][C:6]([O:8][CH2:9][CH3:10])=[O:7].C(N(C(C)C)CC)(C)C.Cl[C:21]1[O:22][C:23]2[C:24](=[C:26]([C:38]#[N:39])[C:27]([CH3:37])=[C:28]([C:31]3[CH:36]=[CH:35][CH:34]=[CH:33][CH:32]=3)[C:29]=2[F:30])[N:25]=1. The product is [C:38]([C:26]1[C:24]2[N:25]=[C:21]([NH:2][CH2:3][CH2:4][CH2:5][C:6]([O:8][CH2:9][CH3:10])=[O:7])[O:22][C:23]=2[C:29]([F:30])=[C:28]([C:31]2[CH:32]=[CH:33][CH:34]=[CH:35][CH:36]=2)[C:27]=1[CH3:37])#[N:39]. The yield is 0.990. The catalyst is ClCCl. (3) The reactants are C=O.[CH3:3][C:4]1[C:12]([O:13][C@@H:14]2[CH2:19][CH2:18][C@H:17](N)[CH2:16][CH2:15]2)=[CH:11][C:10]([CH3:21])=[C:9]2[C:5]=1[CH:6]=[N:7][NH:8]2.[C:22]([BH3-])#[N:23].[Na+].[C:26](O)(=O)C. No catalyst specified. The product is [CH3:3][C:4]1[C:12]([O:13][C@@H:14]2[CH2:19][CH2:18][C@H:17]([N:23]([CH3:22])[CH3:26])[CH2:16][CH2:15]2)=[CH:11][C:10]([CH3:21])=[C:9]2[C:5]=1[CH:6]=[N:7][NH:8]2. The yield is 0.690. (4) The reactants are [C:1]([O:5][C:6]([N:8]1[CH2:13][CH:12]=[C:11]([C:14]2[CH:36]=[CH:35][C:17]3[C:18]4[N:22]([CH2:23][CH2:24][O:25][C:16]=3[CH:15]=2)[CH:21]=[C:20]([C:26]2[N:27]([CH:32]([CH3:34])[CH3:33])[N:28]=[C:29]([CH3:31])[N:30]=2)[N:19]=4)[CH2:10][CH2:9]1)=[O:7])([CH3:4])([CH3:3])[CH3:2].B.C1C[O:41]CC1.[OH-].[Na+].OO. The catalyst is COCCOCCOC.O. The product is [C:1]([O:5][C:6]([N:8]1[CH2:9][CH2:10][C@@H:11]([C:14]2[CH:36]=[CH:35][C:17]3[C:18]4[N:22]([CH2:23][CH2:24][O:25][C:16]=3[CH:15]=2)[CH:21]=[C:20]([C:26]2[N:27]([CH:32]([CH3:33])[CH3:34])[N:28]=[C:29]([CH3:31])[N:30]=2)[N:19]=4)[C@H:12]([OH:41])[CH2:13]1)=[O:7])([CH3:2])([CH3:4])[CH3:3]. The yield is 0.740. (5) The reactants are [CH2:1]([N:8]1[CH2:13][CH2:12][CH:11]([CH2:14][CH2:15][NH2:16])[CH2:10][CH2:9]1)[C:2]1[CH:7]=[CH:6][CH:5]=[CH:4][CH:3]=1.[CH3:17][C:18]1[NH:19][CH:20]=[C:21]([CH:23]=O)[N:22]=1.[C:25](O)(=[O:27])C.C(O[BH-](OC(=O)C)OC(=O)C)(=O)C.[Na+]. The catalyst is ClCCCl. The product is [CH2:1]([N:8]1[CH2:13][CH2:12][CH:11]([CH2:14][CH2:15][N:16]2[CH2:23][C:21]3=[CH:20][N:19]=[C:18]([CH3:17])[N:22]3[C:25]2=[O:27])[CH2:10][CH2:9]1)[C:2]1[CH:7]=[CH:6][CH:5]=[CH:4][CH:3]=1. The yield is 0.480. (6) The reactants are [C:1]([O:5][C:6](=[O:10])[C@H:7]([CH3:9])[NH2:8])([CH3:4])([CH3:3])[CH3:2].[CH2:11]1[CH2:17][S:14](=[O:16])(=[O:15])[O:13][CH2:12]1. The catalyst is O1CCCC1. The product is [C:1]([O:5][C:6](=[O:10])[C@@H:7]([NH:8][CH2:12][CH2:11][CH2:17][S:14]([OH:16])(=[O:15])=[O:13])[CH3:9])([CH3:4])([CH3:3])[CH3:2]. The yield is 0.540.